Dataset: Catalyst prediction with 721,799 reactions and 888 catalyst types from USPTO. Task: Predict which catalyst facilitates the given reaction. (1) Reactant: [ClH:1].[NH2:2][OH:3].C(=O)(O)[O-].[Na+].Cl[C:10]1[CH:11]=[C:12]([C:19]2[C:24]3[N:25]([CH2:37][C@H:38]4[CH2:43][CH2:42][C@H:41]([CH3:44])[CH2:40][CH2:39]4)[C:26]([N:28]4[CH2:33][CH2:32][O:31][C@@H:30]5[CH2:34][CH2:35][CH2:36][C@@H:29]45)=[N:27][C:23]=3[CH:22]=[C:21]([C:45]#[N:46])[N:20]=2)[C:13]([N:16]([CH3:18])[CH3:17])=[N:14][CH:15]=1. Product: [Cl:1][C:10]1[CH:11]=[C:12]([C:19]2[C:24]3[N:25]([CH2:37][C@H:38]4[CH2:39][CH2:40][C@H:41]([CH3:44])[CH2:42][CH2:43]4)[C:26]([N:28]4[CH2:33][CH2:32][O:31][C@@H:30]5[CH2:34][CH2:35][CH2:36][C@@H:29]45)=[N:27][C:23]=3[CH:22]=[C:21]([C:45](=[NH:46])[NH:2][OH:3])[N:20]=2)[C:13]([N:16]([CH3:17])[CH3:18])=[N:14][CH:15]=1. The catalyst class is: 97. (2) Reactant: [Cl:1][C:2]1[CH:8]=[C:7]([O:9][C:10]2[C:19]3[C:14](=[CH:15][C:16]([O:22][CH3:23])=[C:17]([O:20][CH3:21])[CH:18]=3)[N:13]=[CH:12][CH:11]=2)[CH:6]=[CH:5][C:3]=1[NH2:4].[CH3:24][O:25][C:26]1[CH:31]=[CH:30][CH:29]=[CH:28][C:27]=1[N:32]=[C:33]=[O:34].CO. Product: [Cl:1][C:2]1[CH:8]=[C:7]([O:9][C:10]2[C:19]3[C:14](=[CH:15][C:16]([O:22][CH3:23])=[C:17]([O:20][CH3:21])[CH:18]=3)[N:13]=[CH:12][CH:11]=2)[CH:6]=[CH:5][C:3]=1[NH:4][C:33]([NH:32][C:27]1[CH:28]=[CH:29][CH:30]=[CH:31][C:26]=1[O:25][CH3:24])=[O:34]. The catalyst class is: 22. (3) Reactant: [F:1][C:2]1[CH:7]=[CH:6][C:5]([N:8]2[C:12](=[O:13])[CH2:11][C:10]([CH2:14][CH2:15][C:16]3[CH:21]=[CH:20][C:19]([F:22])=[CH:18][CH:17]=3)=[N:9]2)=[CH:4][CH:3]=1.I[CH3:24]. Product: [F:1][C:2]1[CH:3]=[CH:4][C:5]([N:8]2[C:12](=[O:13])[CH:11]=[C:10]([CH2:14][CH2:15][C:16]3[CH:17]=[CH:18][C:19]([F:22])=[CH:20][CH:21]=3)[N:9]2[CH3:24])=[CH:6][CH:7]=1. The catalyst class is: 3.